From a dataset of Cav3 T-type calcium channel HTS with 100,875 compounds. Binary Classification. Given a drug SMILES string, predict its activity (active/inactive) in a high-throughput screening assay against a specified biological target. (1) The compound is Fc1ccc(c2nn3Cc4c(c3n2)cccc4)cc1. The result is 0 (inactive). (2) The drug is s1cc(C2C(=C(OC(N)=C2C#N)C)C(OC)=O)cc1. The result is 0 (inactive). (3) The molecule is S(=O)(=O)(Nc1c(N2CCOCC2)ccc(c1)C(=O)NCCC(C)C)c1ccc(OC)cc1. The result is 0 (inactive). (4) The compound is S1(=O)(=O)N(C(C(C)C)C(OC)=O)CCC(c2c1cccc2)=C. The result is 0 (inactive). (5) The compound is O1C(N2CCN(CC2)C\C=C\c2ccccc2)c2c(C1=O)cccc2. The result is 0 (inactive). (6) The molecule is O1CCN(C2=C(N3CC(CCC3)C(OCC)=O)C(=O)C2=O)CC1. The result is 0 (inactive).